Dataset: Catalyst prediction with 721,799 reactions and 888 catalyst types from USPTO. Task: Predict which catalyst facilitates the given reaction. (1) Reactant: [CH3:1][S:2][C:3]1[N:8]=[C:7](Cl)[C:6]([C:10]([O:12][CH2:13][CH3:14])=[O:11])=[CH:5][N:4]=1.[Cl:15][C:16]1[CH:17]=[C:18]([CH2:24][NH2:25])[CH:19]=[CH:20][C:21]=1[O:22][CH3:23].C(N(CC)CC)C.C(OCC)(=O)C. Product: [CH3:1][S:2][C:3]1[N:8]=[C:7]([NH:25][CH2:24][C:18]2[CH:19]=[CH:20][C:21]([O:22][CH3:23])=[C:16]([Cl:15])[CH:17]=2)[C:6]([C:10]([O:12][CH2:13][CH3:14])=[O:11])=[CH:5][N:4]=1. The catalyst class is: 35. (2) Reactant: [NH2:1][C:2]1[CH:7]=[CH:6][C:5]([Br:8])=[CH:4][N:3]=1.Cl[CH2:10][C:11](=O)[CH3:12]. The catalyst class is: 8. Product: [Br:8][C:5]1[CH:6]=[CH:7][C:2]2[N:3]([CH:10]=[C:11]([CH3:12])[N:1]=2)[CH:4]=1. (3) Reactant: [O:1]=[C:2]1[C:7]2=[CH:8][C:9]3[CH:10]=[CH:11][C:12]([C:15]([O:17]CC)=[O:16])=[CH:13][C:14]=3[N:6]2[C:5]2([CH2:22][CH2:21][CH2:20]2)[CH2:4][NH:3]1.CO.[OH-].[Na+].Cl. Product: [O:1]=[C:2]1[C:7]2=[CH:8][C:9]3[CH:10]=[CH:11][C:12]([C:15]([OH:17])=[O:16])=[CH:13][C:14]=3[N:6]2[C:5]2([CH2:20][CH2:21][CH2:22]2)[CH2:4][NH:3]1. The catalyst class is: 20. (4) Reactant: [CH2:1]([N:8]([CH3:17])[C:9]([C:11]1[S:12][C:13](Br)=[CH:14][CH:15]=1)=[O:10])[C:2]1[CH:7]=[CH:6][CH:5]=[CH:4][CH:3]=1.[CH3:18][O:19][C:20]1[CH:21]=[C:22](B(O)O)[CH:23]=[CH:24][CH:25]=1. Product: [CH2:1]([N:8]([CH3:17])[C:9]([C:11]1[S:12][C:13]([C:24]2[CH:23]=[CH:22][CH:21]=[C:20]([O:19][CH3:18])[CH:25]=2)=[CH:14][CH:15]=1)=[O:10])[C:2]1[CH:7]=[CH:6][CH:5]=[CH:4][CH:3]=1. The catalyst class is: 492. (5) Reactant: [O:1]=[C:2]1[C:10]2[C:5](=[CH:6][CH:7]=[CH:8][CH:9]=2)[C:4](=[O:11])[N:3]1[CH:12]1[CH2:25][C:15]2[NH:16][C:17]3[CH:18]=[CH:19][C:20]([C:23]#[N:24])=[CH:21][C:22]=3[C:14]=2[CH2:13]1.C(=O)([O-])[O-].[Cs+].[Cs+].Br.Br[CH2:34][C:35]1[CH:40]=[CH:39][CH:38]=[CH:37][N:36]=1.O. Product: [O:11]=[C:4]1[C:5]2[C:10](=[CH:9][CH:8]=[CH:7][CH:6]=2)[C:2](=[O:1])[N:3]1[CH:12]1[CH2:25][C:15]2[N:16]([CH2:34][C:35]3[CH:40]=[CH:39][CH:38]=[CH:37][N:36]=3)[C:17]3[CH:18]=[CH:19][C:20]([C:23]#[N:24])=[CH:21][C:22]=3[C:14]=2[CH2:13]1. The catalyst class is: 3. (6) Reactant: [H-].[Al+3].[Li+].[H-].[H-].[H-].[S:7]1[CH:11]=[CH:10][CH:9]=[C:8]1[CH2:12][O:13][C:14]1[CH:21]=[CH:20][C:17]([C:18]#[N:19])=[CH:16][CH:15]=1.CO.[Cl-].[NH4+]. Product: [S:7]1[CH:11]=[CH:10][CH:9]=[C:8]1[CH2:12][O:13][C:14]1[CH:21]=[CH:20][C:17]([CH2:18][NH2:19])=[CH:16][CH:15]=1. The catalyst class is: 30. (7) The catalyst class is: 399. Product: [OH:22][CH2:21][C:20]1[CH:24]=[CH:25][C:17]([C:16]([NH:12][NH:11][C:9](=[O:10])[C:8]2[CH:13]=[CH:14][C:5]([CH2:1][CH:2]([CH3:4])[CH3:3])=[CH:6][CH:7]=2)=[O:15])=[CH:18][CH:19]=1. Reactant: [CH2:1]([C:5]1[CH:14]=[CH:13][C:8]([C:9]([NH:11][NH2:12])=[O:10])=[CH:7][CH:6]=1)[CH:2]([CH3:4])[CH3:3].[OH:15][CH2:16][C:17]1[CH:25]=[CH:24][C:20]([C:21](O)=[O:22])=[CH:19][CH:18]=1.CN(C(ON1N=NC2C=CC=CC1=2)=[N+](C)C)C.F[P-](F)(F)(F)(F)F.C(N(C(C)C)CC)(C)C. (8) Reactant: Cl[C:2]1[C:22]([C:23]2[CH:28]=[CH:27][CH:26]=[CH:25][CH:24]=2)=[CH:21][N:5]2[N:6]=[C:7]3[C:12]([C:11]([C:13]4[CH:20]=[CH:19][C:16]([C:17]#[N:18])=[CH:15][CH:14]=4)=[CH:10][CH:9]=[CH:8]3)=[C:4]2[N:3]=1.[C:29]([O:33][C:34](=[O:55])[NH:35][C:36]1([C:40]2[CH:45]=[CH:44][C:43](B3OC(C)(C)C(C)(C)O3)=[CH:42][CH:41]=2)[CH2:39][CH2:38][CH2:37]1)([CH3:32])([CH3:31])[CH3:30].C(=O)([O-])[O-].[Na+].[Na+]. Product: [C:29]([O:33][C:34](=[O:55])[NH:35][C:36]1([C:40]2[CH:41]=[CH:42][C:43]([C:2]3[C:22]([C:23]4[CH:28]=[CH:27][CH:26]=[CH:25][CH:24]=4)=[CH:21][N:5]4[N:6]=[C:7]5[C:12]([C:11]([C:13]6[CH:20]=[CH:19][C:16]([C:17]#[N:18])=[CH:15][CH:14]=6)=[CH:10][CH:9]=[CH:8]5)=[C:4]4[N:3]=3)=[CH:44][CH:45]=2)[CH2:37][CH2:38][CH2:39]1)([CH3:32])([CH3:30])[CH3:31]. The catalyst class is: 70. (9) Reactant: [CH3:1][C:2]1[C:3]([C:23](OCC)=[O:24])=[CH:4][N:5]([S:13]([C:16]2[CH:21]=[CH:20][C:19]([CH3:22])=[CH:18][CH:17]=2)(=[O:15])=[O:14])[C:6]=1[C:7]1[CH:12]=[CH:11][CH:10]=[CH:9][CH:8]=1.[H-].C([Al+]CC(C)C)C(C)C.Cl. Product: [CH3:1][C:2]1[C:3]([CH:23]=[O:24])=[CH:4][N:5]([S:13]([C:16]2[CH:17]=[CH:18][C:19]([CH3:22])=[CH:20][CH:21]=2)(=[O:15])=[O:14])[C:6]=1[C:7]1[CH:8]=[CH:9][CH:10]=[CH:11][CH:12]=1. The catalyst class is: 207. (10) Reactant: [Cl:1][CH2:2][CH2:3][N:4]([CH2:17][CH2:18][Cl:19])[C:5]1[CH:16]=[CH:15][C:8]([CH2:9][C@@H:10]([C:12]([OH:14])=[O:13])[NH2:11])=[CH:7][CH:6]=1.Cl. Product: [ClH:1].[Cl:1][CH2:2][CH2:3][N:4]([CH2:17][CH2:18][Cl:19])[C:5]1[CH:6]=[CH:7][C:8]([CH2:9][C@@H:10]([C:12]([OH:14])=[O:13])[NH2:11])=[CH:15][CH:16]=1. The catalyst class is: 6.